This data is from Forward reaction prediction with 1.9M reactions from USPTO patents (1976-2016). The task is: Predict the product of the given reaction. (1) Given the reactants [NH2:1][C:2]1[CH:7]=[CH:6][CH:5]=[CH:4][CH:3]=1.Cl[C:9](Cl)=[CH:10][C:11]([C:13]1[C:14]([Cl:24])=[N:15][C:16]([Cl:23])=[CH:17][C:18]=1[C:19]([F:22])([F:21])[F:20])=[O:12].Cl, predict the reaction product. The product is: [NH:1]([C:9]([NH:1][C:2]1[CH:7]=[CH:6][CH:5]=[CH:4][CH:3]=1)=[CH:10][C:11]([C:13]1[C:14]([Cl:24])=[N:15][C:16]([Cl:23])=[CH:17][C:18]=1[C:19]([F:22])([F:21])[F:20])=[O:12])[C:2]1[CH:7]=[CH:6][CH:5]=[CH:4][CH:3]=1. (2) Given the reactants Br[C:2]1[N:3]=[CH:4][S:5][CH:6]=1.[C:7]([N:9]1[C:17]2[CH:16]=[CH:15][C:14]([CH3:18])=[CH:13][C:12]=2[C:11]2[CH2:19][N:20]([CH3:23])[CH2:21][CH2:22][C:10]1=2)#[CH:8].O.O.O.[F-:27].C([N+](CCCC)(CCCC)CCCC)CCC, predict the reaction product. The product is: [F:27][C:8]([C:2]1[N:3]=[CH:4][S:5][CH:6]=1)=[CH:7][N:9]1[C:17]2[CH:16]=[CH:15][C:14]([CH3:18])=[CH:13][C:12]=2[C:11]2[CH2:19][N:20]([CH3:23])[CH2:21][CH2:22][C:10]1=2. (3) The product is: [NH2:17][C:11]1[C:10]([O:20][CH3:21])=[C:9]([O:8][CH2:1][C:2]2[CH:3]=[CH:4][CH:5]=[CH:6][CH:7]=2)[CH:16]=[CH:15][C:12]=1[C:13]#[N:14]. Given the reactants [CH2:1]([O:8][C:9]1[CH:16]=[CH:15][C:12]([C:13]#[N:14])=[C:11]([N+:17]([O-])=O)[C:10]=1[O:20][CH3:21])[C:2]1[CH:7]=[CH:6][CH:5]=[CH:4][CH:3]=1.[Cl-].[Na+].C(=O)(O)[O-].[Na+], predict the reaction product.